From a dataset of Full USPTO retrosynthesis dataset with 1.9M reactions from patents (1976-2016). Predict the reactants needed to synthesize the given product. (1) Given the product [C:1]([O:5][C:6]([C:8]1([CH2:11][CH2:12][N:21]([CH2:22][C:23]2[CH:28]=[CH:27][CH:26]=[CH:25][CH:24]=2)[CH2:20][C:19]([O:18][C:14]([CH3:17])([CH3:15])[CH3:16])=[O:29])[CH2:9][CH2:10]1)=[O:7])([CH3:2])([CH3:3])[CH3:4], predict the reactants needed to synthesize it. The reactants are: [C:1]([O:5][C:6]([C:8]1([CH2:11][CH:12]=O)[CH2:10][CH2:9]1)=[O:7])([CH3:4])([CH3:3])[CH3:2].[C:14]([O:18][C:19](=[O:29])[CH2:20][NH:21][CH2:22][C:23]1[CH:28]=[CH:27][CH:26]=[CH:25][CH:24]=1)([CH3:17])([CH3:16])[CH3:15].C(O[BH-](OC(=O)C)OC(=O)C)(=O)C.[Na+].CC(O)=O.C([O-])(O)=O.[Na+]. (2) Given the product [Cl:1][C:2]1[CH:3]=[C:4]([C@H:9]2[C@@H:15]([CH2:16][N:26]3[C:27](=[O:31])[CH:28]=[CH:29][CH:30]=[N:25]3)[O:14][CH2:13][CH2:12][N:11]([C:18]([O:20][C:21]([CH3:24])([CH3:23])[CH3:22])=[O:19])[CH2:10]2)[CH:5]=[CH:6][C:7]=1[Cl:8], predict the reactants needed to synthesize it. The reactants are: [Cl:1][C:2]1[CH:3]=[C:4]([C@H:9]2[C@@H:15]([CH2:16]I)[O:14][CH2:13][CH2:12][N:11]([C:18]([O:20][C:21]([CH3:24])([CH3:23])[CH3:22])=[O:19])[CH2:10]2)[CH:5]=[CH:6][C:7]=1[Cl:8].[N:25]1[NH:26][C:27](=[O:31])[CH:28]=[CH:29][CH:30]=1.C(=O)([O-])[O-].[K+].[K+].O. (3) Given the product [N:3]1[CH:4]=[CH:5][CH:6]=[CH:7][C:2]=1[O:1][Pt:15]([Cl:19])([Cl:16])[O:23][C:24]1[CH:20]=[CH:21][CH:22]=[CH:8][N:10]=1, predict the reactants needed to synthesize it. The reactants are: [OH:1][C:2]1[CH:7]=[CH:6][CH:5]=[CH:4][N:3]=1.[CH2:8]([N:10](CC)CC)C.[Pt:15]([Cl:19])(Cl)(Cl)[Cl:16].[CH2:20]1[CH2:24][O:23][CH2:22][CH2:21]1.